Dataset: Peptide-MHC class I binding affinity with 185,985 pairs from IEDB/IMGT. Task: Regression. Given a peptide amino acid sequence and an MHC pseudo amino acid sequence, predict their binding affinity value. This is MHC class I binding data. The peptide sequence is FVFEATKLY. The MHC is HLA-A30:01 with pseudo-sequence HLA-A30:01. The binding affinity (normalized) is 0.0847.